This data is from Catalyst prediction with 721,799 reactions and 888 catalyst types from USPTO. The task is: Predict which catalyst facilitates the given reaction. (1) Reactant: [CH3:1][C:2]([O:5][C:6]([NH:8][CH2:9][CH2:10][CH2:11][C:12]([OH:14])=O)=[O:7])([CH3:4])[CH3:3].C(Cl)CCl.[I:19][C:20]1[CH:26]=[CH:25][C:23]([NH2:24])=[CH:22][CH:21]=1. The catalyst class is: 79. Product: [C:2]([O:5][C:6](=[O:7])[NH:8][CH2:9][CH2:10][CH2:11][C:12]([NH:24][C:23]1[CH:25]=[CH:26][C:20]([I:19])=[CH:21][CH:22]=1)=[O:14])([CH3:1])([CH3:3])[CH3:4]. (2) Reactant: [NH2:1][C:2]1[CH:7]=[CH:6][C:5]([C:8]2[CH:16]=[CH:15][C:14]([CH2:17][N:18]3[CH2:23][CH2:22][O:21][CH2:20][CH2:19]3)=[C:13]3[C:9]=2[C:10]([NH2:24])=[N:11][NH:12]3)=[CH:4][CH:3]=1.[F:25][C:26]1[CH:31]=[CH:30][CH:29]=[C:28]([N:32]=[C:33]=[O:34])[CH:27]=1. Product: [NH2:24][C:10]1[C:9]2[C:13](=[C:14]([CH2:17][N:18]3[CH2:19][CH2:20][O:21][CH2:22][CH2:23]3)[CH:15]=[CH:16][C:8]=2[C:5]2[CH:6]=[CH:7][C:2]([NH:1][C:33]([NH:32][C:28]3[CH:29]=[CH:30][CH:31]=[C:26]([F:25])[CH:27]=3)=[O:34])=[CH:3][CH:4]=2)[NH:12][N:11]=1. The catalyst class is: 4. (3) Reactant: P(Br)(Br)Br.[Br:5][C:6]1[CH:11]=[C:10]([CH2:12][CH3:13])[N+:9]([O-])=[C:8]([CH2:15][CH3:16])[CH:7]=1.[OH-].[Na+]. Product: [Br:5][C:6]1[CH:7]=[C:8]([CH2:15][CH3:16])[N:9]=[C:10]([CH2:12][CH3:13])[CH:11]=1. The catalyst class is: 4. (4) The catalyst class is: 85. Reactant: [OH:1][C:2]1[CH:7]=[CH:6][C:5]([C:8]([C:10]2[CH:15]=[CH:14][CH:13]=[CH:12][CH:11]=2)=[O:9])=[CH:4][C:3]=1[S:16]([N:19]1[CH2:24][CH2:23][CH:22]([N:25]2[CH2:30][CH2:29][CH:28]([CH3:31])[CH2:27][CH2:26]2)[CH2:21][CH2:20]1)(=[O:18])=[O:17].[H-].[Na+].[CH2:34](Br)[C:35]#[CH:36]. Product: [CH3:31][CH:28]1[CH2:27][CH2:26][N:25]([CH:22]2[CH2:21][CH2:20][N:19]([S:16]([C:3]3[CH:4]=[C:5]([C:8]([C:10]4[CH:11]=[CH:12][CH:13]=[CH:14][CH:15]=4)=[O:9])[CH:6]=[CH:7][C:2]=3[O:1][CH2:36][C:35]#[CH:34])(=[O:18])=[O:17])[CH2:24][CH2:23]2)[CH2:30][CH2:29]1. (5) Reactant: [CH:1]1([NH2:8])[CH2:6][CH2:5][CH:4]([NH2:7])[CH2:3][CH2:2]1.C(S(O[CH2:17][C:18]([F:21])([F:20])[F:19])(=O)=O)(F)(F)F.C1CCN2C(=NCCC2)CC1. Product: [F:19][C:18]([F:21])([F:20])[CH2:17][NH:7][CH:4]1[CH2:5][CH2:6][CH:1]([NH2:8])[CH2:2][CH2:3]1. The catalyst class is: 3. (6) Reactant: [F:1][C:2]([F:13])([F:12])[C:3]1[CH:4]=[C:5]([C:9](=O)[CH3:10])[CH:6]=[CH:7][CH:8]=1.[N:14]1([C:20]([O:22][C:23]([CH3:26])([CH3:25])[CH3:24])=[O:21])[CH2:19][CH2:18][NH:17][CH2:16][CH2:15]1.C(O)(=O)C.C([BH3-])#N.[Na+]. Product: [F:1][C:2]([F:13])([F:12])[C:3]1[CH:4]=[C:5]([CH:9]([N:17]2[CH2:16][CH2:15][N:14]([C:20]([O:22][C:23]([CH3:26])([CH3:25])[CH3:24])=[O:21])[CH2:19][CH2:18]2)[CH3:10])[CH:6]=[CH:7][CH:8]=1. The catalyst class is: 8.